This data is from Experimentally validated miRNA-target interactions with 360,000+ pairs, plus equal number of negative samples. The task is: Binary Classification. Given a miRNA mature sequence and a target amino acid sequence, predict their likelihood of interaction. (1) The miRNA is hsa-miR-3610 with sequence GAAUCGGAAAGGAGGCGCCG. The protein sequence of the target gene is MQVTLKTLQQQTFKIDIDPEETVKALKEKIESEKGKDAFPVAGQKLIYAGKILNDDTALKEYKIDEKNFVVVMVTKPKAVSTPAPATTQQSAPASTTAVTSSTTTTVAQAPTPVPALAPTSTPASITPASATASSEPAPASAAKQEKPAEKPAETPVATSPTATDSTSGDSSRSNLFEDATSALVTGQSYENMVTEIMSMGYEREQVIAALRASFNNPDRAVEYLLMGIPGDRESQAVVDPPQAASTGAPQSSAVAAAAATTTATTTTTSSGGHPLEFLRNQPQFQQMRQIIQQNPSLLP.... Result: 0 (no interaction). (2) The miRNA is cel-miR-1822-3p with sequence GAGCUGCCCUCAGAAAAACUCU. The protein sequence of the target gene is MPPPSDIVKVAIEWPGANAQLLEIDQKRPLASIIKEVCDGWSLPNPEYYTLRYADGPQLYVTEQTRNDIKNGTILQLAVSPSRAARQLMERTQSSSMETRLDAMKELAKLSADVTFATEFINMDGIIVLTRLVESGTKLLSHYSEMLAFTLTAFLELMDHGIVSWDMVSVTFIKQIAGYVSQPMVDVSILQRSLAILESMVLNSQSLYQKIAEEITVGQLISHLQVSNQEIQTYAIALINALFLKAPEDKRQDKHLNPLDLPVTDMANAFAQKHLRSIILNHVIRGNRPIKTEMAHQLYV.... Result: 0 (no interaction). (3) The miRNA is cel-miR-354-3p with sequence ACCUUGUUUGUUGCUGCUCCU. The protein sequence of the target gene is MDTPLRRSRRLEGLKPLSPENLPVPEVSRAKRALVDFKSNSEETGELKSTRVPPLSLPSPGPQPETSPGSPCPPLSLPSPGPQPETSPGSPCPPLSLPSPGPQPETSPGSPCPPLSLPSPGPQPETSPGSPCPPLSLPSPGPQPEASPGSPGPRQDADDGSPQRQPEPHPGSLQPHQDLGLESPAGQTESSPESPQREQPSKLPPPQGELDSEAAHAKEEVIPGSPEPCPGQQAPGPEPSQPAQELTVQAPSSPERQLEPGKLPPAGETVTESLNLKKRVIASPQAPASKKLKEKEELPV.... Result: 0 (no interaction). (4) The miRNA is hsa-miR-6827-5p with sequence UGGGAGCCAUGAGGGUCUGUGC. The protein sequence of the target gene is MGSGGVIHCRCAKCFCYPTKRRIKRRPRNLTILSLPEDVLFHILKWLSVGDILAVRAVHSHLKYLVDNHASVWASASFQELWPSPQNLKLFERAAEKGNFEAAVKLGIAYLYNEGLSVSDEACAEVNGLKASRFFSMAERLNTGSEPFIWLFIRPPWSVSGSCCKAVVHDSLRAECQLQRSHKASILHCLGRVLNLFEDEEKRKQARSLLEESSRQGCLISSYLLWESDRKVDMSDPGRCLHSFRKLRDYAAKGCWEAQLALAKACAGGSQLGLEGKACSESVCQLFQASQAVNKQQIFS.... Result: 0 (no interaction). (5) The miRNA is hsa-miR-6792-3p with sequence CUCCUCCACAGCCCCUGCUCAU. The protein sequence of the target gene is MEQFPKETVVESSGPKVLETAEEIQERRQEVLTRYQSFKERVAERGQKLEDSYHLQVFKRDADDLGKWIMEKVNILTDKSYEDPTNIQGKYQKHQSLEAEVQTKSRLMSELEKTREERFTMGHSAHEETKAHIEELRHLWDLLLELTLEKGDQLLRALKFQQYVQECADILEWIGDKEAIATSVELGEDWERTEVLHKKFEDFQVELVAKEGRVVEVNQYANECAEENHPDLPLIQSKQNEVNAAWERLRGLALQRQKALSNAANLQRFKRDVTEAIQWIKEKEPVLTSEDYGKDLVASE.... Result: 1 (interaction). (6) The miRNA is hsa-miR-98-3p with sequence CUAUACAACUUACUACUUUCCC. The protein sequence of the target gene is MAAAEPASSGQQAPAGQGQGQRPPPQPPQAQAPQPPPPPQLGGAGGGSSRHEKSLGLLTTKFVSLLQEAKDGVLDLKAAADTLAVRQKRRIYDITNVLEGIDLIEKKSKNSIQWKGVGAGCNTKEVIDRLRYLKAEIEDLELKERELDQQKLWLQQSIKNVMDDSINNRFSYVTHEDICNCFNGDTLLAIQAPSGTQLEVPIPEMGQNGQKKYQINLKSHSGPIHVLLINKESSSSKPVVFPVPPPDDLTQPSSQSLTPVTPQKSSMATQNLPEQHVSERSQALQQTSATDISSAGSISG.... Result: 1 (interaction). (7) The miRNA is hsa-miR-4706 with sequence AGCGGGGAGGAAGUGGGCGCUGCUU. The protein sequence of the target gene is MAALKSWLSRSVTSFFRYRQCLCVPVVANFKKRCFSELIRPWHKTVTIGFGVTLCAVPIAQKSEPHSLSSEALMRRAVSLVTDSTSTFLSQTTYALIEAITEYTKAVYTLTSLYRQYTSLLGKMNSEEEDEVWQVIIGARAEMTSKHQEYLKLETTWMTAVGLSEMAAEAAYQTGADQASITARNHIQLVKLQVEEVHQLSRKAETKLAEAQIEELRQKTQEEGEERAESEQEAYLRED. Result: 0 (no interaction). (8) The miRNA is hsa-miR-518e-5p with sequence CUCUAGAGGGAAGCGCUUUCUG. The protein sequence of the target gene is MGCTPSHSDLVNSVAKSGIQFLKKPKAIRPGCQGGSERGSIPLLVKNSTCYDAGEGLAEEQPSPRRNQTTAKGLCQLMGDPASGKRKDMEGLIPGTKTSSSQLNKSQSHMAKDIPFKTQGSHGSQGADFSGDESEESSTQDTSKWKRTAKCHTSSTQSHCYQTIHPAHEPEGKVDFPEPLVKAHQQAYTYLHSSLSKYEAILCIIHQATQTRELLQPMVSFLLLCFEEISQLLGEISKDGEVLLQEVREDLAWPLKKREPQEQPNLLQQLLQYTVSKLQVLNGTVASLTGSFLEGSSSYL.... Result: 0 (no interaction).